Dataset: Peptide-MHC class I binding affinity with 185,985 pairs from IEDB/IMGT. Task: Regression. Given a peptide amino acid sequence and an MHC pseudo amino acid sequence, predict their binding affinity value. This is MHC class I binding data. (1) The peptide sequence is TVYYGVPVWK. The MHC is HLA-B54:01 with pseudo-sequence HLA-B54:01. The binding affinity (normalized) is 0. (2) The peptide sequence is AVKFAEESY. The MHC is HLA-A03:01 with pseudo-sequence HLA-A03:01. The binding affinity (normalized) is 0.0965.